From a dataset of NCI-60 drug combinations with 297,098 pairs across 59 cell lines. Regression. Given two drug SMILES strings and cell line genomic features, predict the synergy score measuring deviation from expected non-interaction effect. (1) Drug 1: CC1=C2C(C(=O)C3(C(CC4C(C3C(C(C2(C)C)(CC1OC(=O)C(C(C5=CC=CC=C5)NC(=O)OC(C)(C)C)O)O)OC(=O)C6=CC=CC=C6)(CO4)OC(=O)C)OC)C)OC. Drug 2: CC1C(C(CC(O1)OC2CC(CC3=C2C(=C4C(=C3O)C(=O)C5=C(C4=O)C(=CC=C5)OC)O)(C(=O)C)O)N)O.Cl. Cell line: NCI/ADR-RES. Synergy scores: CSS=2.00, Synergy_ZIP=-1.16, Synergy_Bliss=-1.43, Synergy_Loewe=-5.80, Synergy_HSA=-3.06. (2) Drug 1: CNC(=O)C1=CC=CC=C1SC2=CC3=C(C=C2)C(=NN3)C=CC4=CC=CC=N4. Drug 2: CC(C)CN1C=NC2=C1C3=CC=CC=C3N=C2N. Cell line: SK-MEL-5. Synergy scores: CSS=-8.70, Synergy_ZIP=4.47, Synergy_Bliss=-1.35, Synergy_Loewe=-8.82, Synergy_HSA=-8.13. (3) Drug 1: COC1=CC(=CC(=C1O)OC)C2C3C(COC3=O)C(C4=CC5=C(C=C24)OCO5)OC6C(C(C7C(O6)COC(O7)C8=CC=CS8)O)O. Drug 2: CC1CCC2CC(C(=CC=CC=CC(CC(C(=O)C(C(C(=CC(C(=O)CC(OC(=O)C3CCCCN3C(=O)C(=O)C1(O2)O)C(C)CC4CCC(C(C4)OC)OCCO)C)C)O)OC)C)C)C)OC. Cell line: NCI-H522. Synergy scores: CSS=40.5, Synergy_ZIP=0.496, Synergy_Bliss=3.97, Synergy_Loewe=7.03, Synergy_HSA=8.78. (4) Drug 1: CCCS(=O)(=O)NC1=C(C(=C(C=C1)F)C(=O)C2=CNC3=C2C=C(C=N3)C4=CC=C(C=C4)Cl)F. Drug 2: C1CC(=O)NC(=O)C1N2CC3=C(C2=O)C=CC=C3N. Cell line: A498. Synergy scores: CSS=4.56, Synergy_ZIP=-2.62, Synergy_Bliss=1.12, Synergy_Loewe=1.34, Synergy_HSA=1.34. (5) Drug 1: COC1=CC(=CC(=C1O)OC)C2C3C(COC3=O)C(C4=CC5=C(C=C24)OCO5)OC6C(C(C7C(O6)COC(O7)C8=CC=CS8)O)O. Drug 2: C1CCC(C(C1)N)N.C(=O)(C(=O)[O-])[O-].[Pt+4]. Cell line: MOLT-4. Synergy scores: CSS=77.5, Synergy_ZIP=0.530, Synergy_Bliss=-0.581, Synergy_Loewe=-5.43, Synergy_HSA=1.43. (6) Cell line: SK-OV-3. Synergy scores: CSS=23.2, Synergy_ZIP=-5.21, Synergy_Bliss=1.19, Synergy_Loewe=-6.66, Synergy_HSA=1.62. Drug 1: C1CN1P(=S)(N2CC2)N3CC3. Drug 2: C1C(C(OC1N2C=NC3=C(N=C(N=C32)Cl)N)CO)O. (7) Drug 1: CC1=C(C=C(C=C1)NC2=NC=CC(=N2)N(C)C3=CC4=NN(C(=C4C=C3)C)C)S(=O)(=O)N.Cl. Drug 2: C1C(C(OC1N2C=NC3=C2NC=NCC3O)CO)O. Cell line: T-47D. Synergy scores: CSS=7.50, Synergy_ZIP=0.209, Synergy_Bliss=8.95, Synergy_Loewe=8.30, Synergy_HSA=8.83.